This data is from Peptide-MHC class II binding affinity with 134,281 pairs from IEDB. The task is: Regression. Given a peptide amino acid sequence and an MHC pseudo amino acid sequence, predict their binding affinity value. This is MHC class II binding data. (1) The peptide sequence is NRATWASHIHLVIHR. The MHC is DRB1_0901 with pseudo-sequence DRB1_0901. The binding affinity (normalized) is 0.714. (2) The peptide sequence is FKDTSMQKTIPLVAL. The MHC is DRB5_0101 with pseudo-sequence DRB5_0101. The binding affinity (normalized) is 0.616.